This data is from Reaction yield outcomes from USPTO patents with 853,638 reactions. The task is: Predict the reaction yield, written as a fraction of the theoretical maximum amount of product (1.0 means a 100% yield; for example, 0.34 means a 34% yield). (1) The reactants are [O:1]=[C:2]1[CH2:7][CH2:6][CH:5]([C:8]([O:10][CH3:11])=[O:9])[C:4]([CH:12]([CH3:14])[CH3:13])=[CH:3]1.[H][H]. The catalyst is CO.[Pd]. The product is [O:1]=[C:2]1[CH2:7][CH2:6][C@@H:5]([C:8]([O:10][CH3:11])=[O:9])[C@@H:4]([CH:12]([CH3:14])[CH3:13])[CH2:3]1. The yield is 0.510. (2) The reactants are C(O[C:4]([C:6]1[CH:7]=[C:8]2[C:12](=[CH:13][CH:14]=1)[NH:11][N:10]=[C:9]2[C:15]1[CH:24]=[CH:23][C:22]2[C:17](=[CH:18][CH:19]=[C:20]([O:25][CH2:26][CH2:27][N:28]3[CH2:32][CH2:31][CH2:30][CH2:29]3)[CH:21]=2)[CH:16]=1)=[NH:5])C.[CH3:33][CH:34]([CH3:40])[CH2:35][C:36]([NH:38][NH2:39])=O.C(N(CC)CC)C. The catalyst is CO. The product is [CH2:35]([C:36]1[NH:38][N:39]=[C:4]([C:6]2[CH:7]=[C:8]3[C:12](=[CH:13][CH:14]=2)[NH:11][N:10]=[C:9]3[C:15]2[CH:24]=[CH:23][C:22]3[C:17](=[CH:18][CH:19]=[C:20]([O:25][CH2:26][CH2:27][N:28]4[CH2:29][CH2:30][CH2:31][CH2:32]4)[CH:21]=3)[CH:16]=2)[N:5]=1)[CH:34]([CH3:40])[CH3:33]. The yield is 0.170. (3) The reactants are [F:1][C:2]1[CH:7]=[CH:6][C:5]([C:8]2[C:17]([NH:18][CH2:19][CH2:20][CH3:21])=[N:16][C:15]3[C:10](=[CH:11][CH:12]=[C:13]([C:22]([O:24]C)=[O:23])[CH:14]=3)[N:9]=2)=[CH:4][CH:3]=1.[H-].[Na+].[CH3:28][CH2:29]I. The catalyst is O1CCCC1. The product is [CH2:28]([N:18]([CH2:19][CH2:20][CH3:21])[C:17]1[C:8]([C:5]2[CH:6]=[CH:7][C:2]([F:1])=[CH:3][CH:4]=2)=[N:9][C:10]2[C:15]([N:16]=1)=[CH:14][C:13]([C:22]([OH:24])=[O:23])=[CH:12][CH:11]=2)[CH3:29]. The yield is 0.620. (4) The reactants are Cl[C:2]1[CH:7]=[C:6]([O:8][CH3:9])[N:5]=[CH:4][N:3]=1.[Cl:10][C:11]1[CH:12]=[CH:13][C:14]([F:20])=[C:15](B(O)O)[CH:16]=1.C([O-])([O-])=O.[Na+].[Na+]. The catalyst is COCCOC.CCO.O.C1C=CC(P(C2C=CC=CC=2)[C-]2C=CC=C2)=CC=1.C1C=CC(P(C2C=CC=CC=2)[C-]2C=CC=C2)=CC=1.Cl[Pd]Cl.[Fe+2].C(Cl)Cl. The product is [Cl:10][C:11]1[CH:16]=[CH:15][C:14]([F:20])=[C:13]([C:2]2[CH:7]=[C:6]([O:8][CH3:9])[N:5]=[CH:4][N:3]=2)[CH:12]=1. The yield is 0.840. (5) The reactants are [C:1]([O:5][C:6](=[O:19])[NH:7][CH2:8][C:9]1[NH:18][C:12]2=[N:13][CH:14]=[C:15](Br)[CH:16]=[C:11]2[N:10]=1)([CH3:4])([CH3:3])[CH3:2].CCN(CC)CC. The catalyst is C1C=CC(P(C2C=CC=CC=2)[C-]2C=CC=C2)=CC=1.C1C=CC(P(C2C=CC=CC=2)[C-]2C=CC=C2)=CC=1.Cl[Pd]Cl.[Fe+2].CO. The product is [C:1]([O:5][C:6]([NH:7][CH2:8][C:9]1[NH:18][C:12]2=[N:13][CH:14]=[C:15]([C:6]([O:5][CH3:1])=[O:19])[CH:16]=[C:11]2[N:10]=1)=[O:19])([CH3:4])([CH3:3])[CH3:2]. The yield is 0.820. (6) The reactants are C(N(CC)CC)C.[CH3:8][C@H:9]1[C:17]2[C:16]([N:18]3[CH2:23][CH2:22][N:21]([C:24]([O:26][C:27]([CH3:30])([CH3:29])[CH3:28])=[O:25])[CH2:20][CH2:19]3)=[N:15][CH:14]=[N:13][C:12]=2[C:11](=[O:31])[CH2:10]1.O[C@H]1C2N=CN=C(N3CCN(C(OC(C)(C)C)=O)CC3)C=2[C@H](C)C1. The catalyst is C(Cl)Cl. The product is [OH:31][C@@H:11]1[C:12]2[N:13]=[CH:14][N:15]=[C:16]([N:18]3[CH2:23][CH2:22][N:21]([C:24]([O:26][C:27]([CH3:30])([CH3:29])[CH3:28])=[O:25])[CH2:20][CH2:19]3)[C:17]=2[C@H:9]([CH3:8])[CH2:10]1. The yield is 0.953. (7) The reactants are N1([C@]23CC[C@@H](C(C)=C)[C@@H]2[C@@H]2[C@@](C)(CC3)[C@@]3(C)[C@@H]([C@]4(C)[C@@H](CC3)C(C)(C)C(C3C=CC(C(OC)=O)=CC=3)=CC4)CC2)CC1.[CH3:43][C@:44]12[C@@:61]3([CH3:62])[C@@H:52]([C@:53]4([CH3:74])[C@@H:58]([CH2:59][CH2:60]3)[C:57]([CH3:64])([CH3:63])[C:56]([C:65]3[CH:73]=[CH:72][C:68]([C:69]([OH:71])=[O:70])=[CH:67][CH:66]=3)=[CH:55][CH2:54]4)[CH2:51][CH2:50][C@@H:49]1[C@H:48]1[C@H:75]([C:78]([CH3:80])=[CH2:79])[CH2:76][CH2:77][C@:47]1([NH:81][CH2:82][CH2:83][N:84]1[CH2:89][C@@H:88]3[CH2:90][C@@H:86]([N:87]3[S:91]([CH3:94])(=[O:93])=[O:92])[CH2:85]1)[CH2:46][CH2:45]2.C12C(NC(=O)OC(C)(C)C)C1CNC2. No catalyst specified. The product is [CH3:43][C@:44]12[C@@:61]3([CH3:62])[C@@H:52]([C@:53]4([CH3:74])[C@@H:58]([CH2:59][CH2:60]3)[C:57]([CH3:63])([CH3:64])[C:56]([C:65]3[CH:73]=[CH:72][C:68]([C:69]([OH:71])=[O:70])=[CH:67][CH:66]=3)=[CH:55][CH2:54]4)[CH2:51][CH2:50][C@@H:49]1[C@H:48]1[C@H:75]([C:78]([CH3:80])=[CH2:79])[CH2:76][CH2:77][C@:47]1([NH:81][CH2:82][CH2:83][N:84]1[CH2:85][CH:86]3[CH:90]([CH:88]3[NH:87][S:91]([CH3:94])(=[O:93])=[O:92])[CH2:89]1)[CH2:46][CH2:45]2. The yield is 0.120. (8) The reactants are Br[C:2]1[CH:3]=[C:4]2[C:9](=[CH:10][C:11]=1[CH3:12])[O:8][C:7](=[O:13])[C:6]([CH2:14][C:15]([NH:17][C:18]1[CH:23]=[CH:22][C:21]([F:24])=[CH:20][C:19]=1[C:25]([F:28])([F:27])[F:26])=[O:16])=[C:5]2[C:29]1[CH:34]=[CH:33][CH:32]=[CH:31][CH:30]=1.[C:35]([O:39][CH3:40])(=[O:38])[CH:36]=[CH2:37].CCN(CC)CC.C1(P(C2C=CC=CC=2)C2C=CC=CC=2)C=CC=CC=1. The catalyst is CN(C=O)C.CC([O-])=O.CC([O-])=O.[Pd+2].O. The product is [F:24][C:21]1[CH:22]=[CH:23][C:18]([NH:17][C:15](=[O:16])[CH2:14][C:6]2[C:7](=[O:13])[O:8][C:9]3[C:4]([C:5]=2[C:29]2[CH:34]=[CH:33][CH:32]=[CH:31][CH:30]=2)=[CH:3][C:2](/[CH:37]=[CH:36]/[C:35]([O:39][CH3:40])=[O:38])=[C:11]([CH3:12])[CH:10]=3)=[C:19]([C:25]([F:28])([F:26])[F:27])[CH:20]=1. The yield is 0.720.